From a dataset of Forward reaction prediction with 1.9M reactions from USPTO patents (1976-2016). Predict the product of the given reaction. (1) Given the reactants Cl[C:2]1[N:3]=[N:4][C:5]([C:8]2[CH:13]=[CH:12][C:11]([O:14][CH3:15])=[C:10]([F:16])[CH:9]=2)=[CH:6][CH:7]=1.[NH2:17][CH:18]1[CH2:23][CH2:22][N:21]([CH:24]([CH2:27][CH3:28])[CH2:25][CH3:26])[CH2:20][CH2:19]1, predict the reaction product. The product is: [CH2:25]([CH:24]([N:21]1[CH2:22][CH2:23][CH:18]([NH:17][C:2]2[N:3]=[N:4][C:5]([C:8]3[CH:13]=[CH:12][C:11]([O:14][CH3:15])=[C:10]([F:16])[CH:9]=3)=[CH:6][CH:7]=2)[CH2:19][CH2:20]1)[CH2:27][CH3:28])[CH3:26]. (2) Given the reactants [NH2:1][CH2:2][C:3]1[CH:31]=[CH:30][C:29]([Cl:32])=[CH:28][C:4]=1[CH2:5][NH:6][C:7](=[O:27])[CH2:8][C:9]1[C:10](=[O:26])[N:11]([NH:16][CH2:17][C:18]2[C:19]([CH3:25])=[N:20][N:21]([CH3:24])[C:22]=2[Cl:23])[CH2:12][CH2:13][C:14]=1[CH3:15].C(O[CH:36](O)[C:37]([F:40])([F:39])[F:38])C.[BH3-]C#N.[Na+], predict the reaction product. The product is: [Cl:23][C:22]1[N:21]([CH3:24])[N:20]=[C:19]([CH3:25])[C:18]=1[CH2:17][NH:16][N:11]1[CH2:12][CH2:13][C:14]([CH3:15])=[C:9]([CH2:8][C:7]([NH:6][CH2:5][C:4]2[CH:28]=[C:29]([Cl:32])[CH:30]=[CH:31][C:3]=2[CH2:2][NH:1][CH2:36][C:37]([F:40])([F:39])[F:38])=[O:27])[C:10]1=[O:26]. (3) Given the reactants [CH:1]([NH:4][C:5]1[N:10]=[C:9]([C:11]2[CH:16]=[CH:15][CH:14]=[CH:13][N:12]=2)[CH:8]=[C:7]([C:17]2[CH:18]=[N:19][CH:20]=[C:21]([C:23]3[CH:28]=[CH:27][C:26]([C:29]([N:31]4[CH2:36][CH2:35][N:34](C(C)C)[CH2:33][CH2:32]4)=[O:30])=[CH:25][CH:24]=3)[CH:22]=2)[CH:6]=1)(C)C.C(N1CCN(C(C2C=CC(B3OC(C)(C)C(C)(C)O3)=CC=2)=O)CC1)(C)C.B(O)O, predict the reaction product. The product is: [CH3:1][NH:4][C:5]1[N:10]=[C:9]([C:11]2[CH:16]=[CH:15][CH:14]=[CH:13][N:12]=2)[CH:8]=[C:7]([C:17]2[CH:18]=[N:19][CH:20]=[C:21]([C:23]3[CH:24]=[CH:25][C:26]([C:29]([N:31]4[CH2:36][CH2:35][NH:34][CH2:33][CH2:32]4)=[O:30])=[CH:27][CH:28]=3)[CH:22]=2)[CH:6]=1. (4) Given the reactants [Si:1]([O:8]S(C(F)(F)F)(=O)=O)([C:4]([CH3:7])([CH3:6])[CH3:5])([CH3:3])[CH3:2].[Si:16]([O:23][C@@H:24]([C@@H:51]([CH3:98])/[CH:52]=[CH:53]\[C@@H:54]([O:90][Si:91]([C:94]([CH3:97])([CH3:96])[CH3:95])([CH3:93])[CH3:92])[CH2:55][C@H:56]([O:82][Si:83]([C:86]([CH3:89])([CH3:88])[CH3:87])([CH3:85])[CH3:84])[C@H:57]([CH3:81])/[CH:58]=[CH:59]/[CH2:60][O:61][C:62]([C:75]1[CH:80]=[CH:79][CH:78]=[CH:77][CH:76]=1)([C:69]1[CH:74]=[CH:73][CH:72]=[CH:71][CH:70]=1)[C:63]1[CH:68]=[CH:67][CH:66]=[CH:65][CH:64]=1)[C@@H:25]([CH3:50])[CH2:26][C@@H:27]([CH3:49])[CH2:28][CH2:29][C@@H:30](O)[C@@H:31]([C@@H:33]1[C@@H:38]([CH3:39])[CH2:37][O:36][CH:35]([C:40]2[CH:45]=[CH:44][C:43]([O:46][CH3:47])=[CH:42][CH:41]=2)[O:34]1)[CH3:32])([C:19]([CH3:22])([CH3:21])[CH3:20])([CH3:18])[CH3:17].N1C(C)=CC=CC=1C, predict the reaction product. The product is: [Si:1]([O:8][C@H:30]([CH2:29][CH2:28][C@H:27]([CH3:49])[CH2:26][C@H:25]([CH3:50])[C@@H:24]([O:23][Si:16]([C:19]([CH3:20])([CH3:21])[CH3:22])([CH3:18])[CH3:17])[C@@H:51]([CH3:98])/[CH:52]=[CH:53]\[C@@H:54]([O:90][Si:91]([C:94]([CH3:97])([CH3:96])[CH3:95])([CH3:92])[CH3:93])[CH2:55][C@H:56]([O:82][Si:83]([C:86]([CH3:89])([CH3:88])[CH3:87])([CH3:84])[CH3:85])[C@H:57]([CH3:81])/[CH:58]=[CH:59]/[CH2:60][O:61][C:62]([C:63]1[CH:64]=[CH:65][CH:66]=[CH:67][CH:68]=1)([C:69]1[CH:70]=[CH:71][CH:72]=[CH:73][CH:74]=1)[C:75]1[CH:80]=[CH:79][CH:78]=[CH:77][CH:76]=1)[C@@H:31]([C@@H:33]1[C@@H:38]([CH3:39])[CH2:37][O:36][CH:35]([C:40]2[CH:41]=[CH:42][C:43]([O:46][CH3:47])=[CH:44][CH:45]=2)[O:34]1)[CH3:32])([C:4]([CH3:7])([CH3:6])[CH3:5])([CH3:3])[CH3:2]. (5) Given the reactants [Cl:1][C:2]1[C:11]([O:12][CH2:13][CH2:14][O:15][C:16]2[CH:21]=[CH:20][CH:19]=[CH:18][CH:17]=2)=[N:10][C:9]2[C:4](=[CH:5][CH:6]=[CH:7][CH:8]=2)[N:3]=1.Cl, predict the reaction product. The product is: [ClH:1].[O:15]([CH2:14][CH2:13][O:12][C:11]1[C:2]([N:3]2[CH2:4][CH2:9][NH:10][CH2:11][CH2:2]2)=[N:3][C:4]2[C:9](=[CH:8][CH:7]=[CH:6][CH:5]=2)[N:10]=1)[C:16]1[CH:21]=[CH:20][CH:19]=[CH:18][CH:17]=1. (6) Given the reactants [O:1]=[C:2]1[NH:7][C:6]2[CH:8]=[C:9]([C:11]3[CH:16]=[CH:15][CH:14]=[CH:13][CH:12]=3)[S:10][C:5]=2[C:4](=[O:17])[N:3]1[CH:18]1[CH2:23][CH2:22][N:21]([C:24]([O:26][C:27]([CH3:30])([CH3:29])[CH3:28])=[O:25])[CH2:20][CH2:19]1.Cl[CH2:32][C:33]1[O:37][C:36]([CH2:38][CH3:39])=[N:35][CH:34]=1.C(=O)([O-])[O-].[K+].[K+], predict the reaction product. The product is: [CH2:38]([C:36]1[O:37][C:33]([CH2:32][N:7]2[C:6]3[CH:8]=[C:9]([C:11]4[CH:16]=[CH:15][CH:14]=[CH:13][CH:12]=4)[S:10][C:5]=3[C:4](=[O:17])[N:3]([CH:18]3[CH2:23][CH2:22][N:21]([C:24]([O:26][C:27]([CH3:30])([CH3:29])[CH3:28])=[O:25])[CH2:20][CH2:19]3)[C:2]2=[O:1])=[CH:34][N:35]=1)[CH3:39]. (7) Given the reactants [CH3:1][C:2]1[N:7]([CH2:8][CH2:9][CH3:10])[C:6](=[O:11])[N:5]([CH2:12][CH2:13][CH3:14])[C:4](=[O:15])[CH:3]=1.S(=O)(=O)(O)O.[N+:21]([O-])([OH:23])=[O:22], predict the reaction product. The product is: [CH3:1][C:2]1[N:7]([CH2:8][CH2:9][CH3:10])[C:6](=[O:11])[N:5]([CH2:12][CH2:13][CH3:14])[C:4](=[O:15])[C:3]=1[N+:21]([O-:23])=[O:22]. (8) Given the reactants [C:1]1([Mg]Br)[CH:6]=[CH:5][CH:4]=[CH:3][CH:2]=1.[Cl:9][C:10]1[C:19]2[N:18]=C(C)O[C:15](=[O:21])[C:14]=2[CH:13]=[CH:12][CH:11]=1, predict the reaction product. The product is: [NH2:18][C:19]1[C:10]([Cl:9])=[CH:11][CH:12]=[CH:13][C:14]=1[C:15]([C:1]1[CH:6]=[CH:5][CH:4]=[CH:3][CH:2]=1)=[O:21]. (9) Given the reactants [Cl:1][C:2]1[N:7]=[N:6][C:5]([NH:8][S:9]([CH2:12][C:13]2[CH:18]=[C:17]([C:19]#[N:20])[CH:16]=[CH:15][C:14]=2Cl)(=[O:11])=[O:10])=[C:4]([O:22][CH3:23])[CH:3]=1.C(C1C=C(CS(Cl)(=O)=O)C=C([F:32])C=1)#N.ClC1C=CC(C#N)=CC=1CS(Cl)(=O)=O, predict the reaction product. The product is: [Cl:1][C:2]1[N:7]=[N:6][C:5]([NH:8][S:9]([CH2:12][C:13]2[CH:14]=[C:15]([F:32])[CH:16]=[C:17]([C:19]#[N:20])[CH:18]=2)(=[O:11])=[O:10])=[C:4]([O:22][CH3:23])[CH:3]=1.